Dataset: Reaction yield outcomes from USPTO patents with 853,638 reactions. Task: Predict the reaction yield, written as a fraction of the theoretical maximum amount of product (1.0 means a 100% yield; for example, 0.34 means a 34% yield). (1) The reactants are [CH3:1][C:2]([CH3:32])([CH3:31])[CH2:3][N:4]1[C:8]2[N:9]=[C:10]([C:13]#[N:14])[N:11]=[CH:12][C:7]=2[CH:6]=[C:5]1[CH2:15][N:16]1[CH2:30][CH2:29][C:19]2([NH:23][C:22](=[O:24])[N:21]([CH2:25][CH2:26][CH3:27])[C:20]2=[O:28])[CH2:18][CH2:17]1.[H-].[Na+].[CH3:35]I. The catalyst is CN(C=O)C. The product is [CH3:32][C:2]([CH3:31])([CH3:1])[CH2:3][N:4]1[C:8]2[N:9]=[C:10]([C:13]#[N:14])[N:11]=[CH:12][C:7]=2[CH:6]=[C:5]1[CH2:15][N:16]1[CH2:17][CH2:18][C:19]2([N:23]([CH3:35])[C:22](=[O:24])[N:21]([CH2:25][CH2:26][CH3:27])[C:20]2=[O:28])[CH2:29][CH2:30]1. The yield is 0.340. (2) The reactants are [C:1]([O:5][C:6](=[O:20])[NH:7][C:8]1[S:12][N:11]=[C:10]([S:13][CH2:14][C:15](=[O:19])[N:16]([CH3:18])[CH3:17])[N:9]=1)([CH3:4])([CH3:3])[CH3:2].[CH3:21][O:22][C:23]1[CH:30]=[CH:29][C:26]([CH2:27]Cl)=[CH:25][CH:24]=1.C1CCN2C(=NCCC2)CC1. The catalyst is O1CCOCC1.C(OCC)(=O)C. The product is [C:1]([O:5][C:6](=[O:20])[N:7]([C:8]1[S:12][N:11]=[C:10]([S:13][CH2:14][C:15](=[O:19])[N:16]([CH3:17])[CH3:18])[N:9]=1)[CH2:27][C:26]1[CH:29]=[CH:30][C:23]([O:22][CH3:21])=[CH:24][CH:25]=1)([CH3:4])([CH3:2])[CH3:3]. The yield is 0.670. (3) The reactants are [CH2:1]([N:4]1[C:12]2[C:11](=O)[NH:10][C:9]([NH2:14])=[N:8][C:7]=2[N:6]([C@@H:15]2[O:27][C@H:26]([CH2:28][O:29][C:30](=[O:32])[CH3:31])[C@@H:21]([O:22][C:23](=[O:25])[CH3:24])[C@H:16]2[O:17][C:18](=[O:20])[CH3:19])[C:5]1=[O:33])[CH:2]=[CH2:3].P(Cl)(Cl)([Cl:36])=O. No catalyst specified. The product is [CH2:1]([N:4]1[C:12]2[C:7](=[N:8][C:9]([NH2:14])=[N:10][C:11]=2[Cl:36])[N:6]([C@@H:15]2[O:27][C@H:26]([CH2:28][O:29][C:30](=[O:32])[CH3:31])[C@@H:21]([O:22][C:23](=[O:25])[CH3:24])[C@H:16]2[O:17][C:18](=[O:20])[CH3:19])[C:5]1=[O:33])[CH:2]=[CH2:3]. The yield is 0.410. (4) The reactants are [CH2:1]1[CH:10]2[N:5]([CH2:6][CH2:7][CH2:8][CH2:9]2)[CH2:4][CH:3]([CH2:11][OH:12])[CH2:2]1.C(N(CC)CC)C.[CH3:20][S:21](Cl)(=[O:23])=[O:22]. The catalyst is ClCCl. The product is [CH3:20][S:21]([O:12][CH2:11][CH:3]1[CH2:4][N:5]2[CH:10]([CH2:9][CH2:8][CH2:7][CH2:6]2)[CH2:1][CH2:2]1)(=[O:23])=[O:22]. The yield is 0.910.